Dataset: Reaction yield outcomes from USPTO patents with 853,638 reactions. Task: Predict the reaction yield, written as a fraction of the theoretical maximum amount of product (1.0 means a 100% yield; for example, 0.34 means a 34% yield). (1) The catalyst is ClCCl. The reactants are [C:9](O[C:9]([O:11][C:12]([CH3:15])([CH3:14])[CH3:13])=[O:10])([O:11][C:12]([CH3:15])([CH3:14])[CH3:13])=[O:10].[NH2:16][C:17]([CH3:23])([CH2:20][CH2:21][CH3:22])[C:18]#[N:19]. The yield is 1.00. The product is [C:18]([C:17]([NH:16][C:9](=[O:10])[O:11][C:12]([CH3:13])([CH3:14])[CH3:15])([CH2:20][CH2:21][CH3:22])[CH3:23])#[N:19]. (2) The reactants are CO[C:3]([C:5]1[NH:6][N:7]=[C:8]([O:10][CH2:11][C:12]2[C:13]([CH2:18][CH2:19][CH2:20][CH3:21])=[N:14][O:15][C:16]=2[CH3:17])[CH:9]=1)=[O:4].[NH2:22][CH:23]1[CH2:27][CH2:26][O:25][CH2:24]1. No catalyst specified. The product is [O:25]1[CH2:26][CH2:27][CH:23]([NH:22][C:3]([C:5]2[NH:6][N:7]=[C:8]([O:10][CH2:11][C:12]3[C:13]([CH2:18][CH2:19][CH2:20][CH3:21])=[N:14][O:15][C:16]=3[CH3:17])[CH:9]=2)=[O:4])[CH2:24]1. The yield is 0.480. (3) The reactants are C(OC(=O)[NH:7][CH2:8][C:9]1[CH:14]=[CH:13][CH:12]=[C:11]([CH:15]2[CH2:20][CH2:19][N:18]([C:21]([C:23]3[C:31]4[C:26](=[C:27]([CH3:32])[CH:28]=[CH:29][CH:30]=4)[N:25]([CH2:33][CH2:34][N:35]4[CH2:40][CH2:39][O:38][CH2:37][CH2:36]4)[CH:24]=3)=[O:22])[CH2:17][CH2:16]2)[CH:10]=1)(C)(C)C.[ClH:42].O1CCOCC1. No catalyst specified. The product is [ClH:42].[NH2:7][CH2:8][C:9]1[CH:10]=[C:11]([CH:15]2[CH2:20][CH2:19][N:18]([C:21]([C:23]3[C:31]4[C:26](=[C:27]([CH3:32])[CH:28]=[CH:29][CH:30]=4)[N:25]([CH2:33][CH2:34][N:35]4[CH2:40][CH2:39][O:38][CH2:37][CH2:36]4)[CH:24]=3)=[O:22])[CH2:17][CH2:16]2)[CH:12]=[CH:13][CH:14]=1. The yield is 0.980. (4) The reactants are Br[C:2]1[CH:7]=[CH:6][C:5]([C:8]2([O:11][CH:12]([CH3:14])[CH3:13])[CH2:10][CH2:9]2)=[CH:4][CH:3]=1.[CH3:15][Si:16]([C:19]#[CH:20])([CH3:18])[CH3:17]. The catalyst is C(N(CC)CC)C.[Cu]I.Cl[Pd](Cl)([P](C1C=CC=CC=1)(C1C=CC=CC=1)C1C=CC=CC=1)[P](C1C=CC=CC=1)(C1C=CC=CC=1)C1C=CC=CC=1. The product is [CH:12]([O:11][C:8]1([C:5]2[CH:6]=[CH:7][C:2]([C:20]#[C:19][Si:16]([CH3:18])([CH3:17])[CH3:15])=[CH:3][CH:4]=2)[CH2:10][CH2:9]1)([CH3:14])[CH3:13]. The yield is 0.980. (5) The reactants are [F:1][C:2]1[CH:7]=[C:6]([F:8])[CH:5]=[CH:4][C:3]=1[N:9]1[N:17]=[C:16]([C:18]([OH:20])=O)[C:15]2[CH:14]3[CH2:21][CH:11]([CH2:12][CH2:13]3)[C:10]1=2.C(Cl)(=O)C(Cl)=O.Cl.[NH2:29][CH2:30][C:31](=[O:36])[C:32]([CH3:35])([CH3:34])[CH3:33].CCN(CC)CC. The catalyst is ClCCl.CN(C1C=CN=CC=1)C.O.CN(C=O)C. The product is [CH3:33][C:32]([CH3:35])([CH3:34])[C:31](=[O:36])[CH2:30][NH:29][C:18]([C:16]1[C:15]2[CH:14]3[CH2:21][CH:11]([CH2:12][CH2:13]3)[C:10]=2[N:9]([C:3]2[CH:4]=[CH:5][C:6]([F:8])=[CH:7][C:2]=2[F:1])[N:17]=1)=[O:20]. The yield is 0.770. (6) The product is [Br:21][CH2:19][C:10]1[CH:11]=[CH:12][C:13]2[C:18](=[CH:17][CH:16]=[CH:15][CH:14]=2)[C:9]=1[B:4]1[O:3][C:2]([CH3:20])([CH3:1])[C:6]([CH3:7])([CH3:8])[O:5]1. The reactants are [CH3:1][C:2]1([CH3:20])[C:6]([CH3:8])([CH3:7])[O:5][B:4]([C:9]2[C:18]3[C:13](=[CH:14][CH:15]=[CH:16][CH:17]=3)[CH:12]=[CH:11][C:10]=2[CH3:19])[O:3]1.[Br:21]N1C(=O)CCC1=O. The catalyst is C(Cl)(Cl)(Cl)Cl.C(OOC(=O)C1C=CC=CC=1)(=O)C1C=CC=CC=1. The yield is 0.990. (7) The reactants are [CH:1]1([NH:4][C:5]2[N:10]=[C:9]([NH:11][C@@H:12]3[CH2:17][CH2:16][C@@H:15]([CH3:18])[C@H:14]([OH:19])[CH2:13]3)[C:8]([C:20]#[N:21])=[CH:7][N:6]=2)[CH2:3][CH2:2]1.CS(C)=[O:24]. The catalyst is [OH-].[Na+].OO. The product is [CH:1]1([NH:4][C:5]2[N:10]=[C:9]([NH:11][C@@H:12]3[CH2:17][CH2:16][C@@H:15]([CH3:18])[C@H:14]([OH:19])[CH2:13]3)[C:8]([C:20]([NH2:21])=[O:24])=[CH:7][N:6]=2)[CH2:2][CH2:3]1. The yield is 0.810.